From a dataset of Forward reaction prediction with 1.9M reactions from USPTO patents (1976-2016). Predict the product of the given reaction. (1) Given the reactants [C:1]([C:5]1[CH:6]=[C:7]2[C:12](=[CH:13][CH:14]=1)[C:11](=[O:15])[N:10]([C:16]1[C:17]([CH2:49][OH:50])=[C:18]([N:22]3[CH:26]=[C:25]([C:27]#[N:28])[C:24]([NH:29]C(C4C=CC=CC=4)(C4C=CC=CC=4)C4C=CC=CC=4)=[N:23]3)[CH:19]=[CH:20][CH:21]=1)[N:9]=[CH:8]2)([CH3:4])([CH3:3])[CH3:2].CO.Cl, predict the reaction product. The product is: [NH2:29][C:24]1[C:25]([C:27]#[N:28])=[CH:26][N:22]([C:18]2[CH:19]=[CH:20][CH:21]=[C:16]([N:10]3[N:9]=[CH:8][C:7]4[C:12](=[CH:13][CH:14]=[C:5]([C:1]([CH3:2])([CH3:3])[CH3:4])[CH:6]=4)[C:11]3=[O:15])[C:17]=2[CH2:49][OH:50])[N:23]=1. (2) Given the reactants [CH:1]([O:4][C:5]([N:7]1[CH:12]([CH2:13][CH3:14])[CH2:11][CH:10]([NH:15][C:16]2[N:20]=[CH:19][N:18]([CH3:21])[N:17]=2)[CH2:9][CH:8]1[CH2:22][CH3:23])=[O:6])([CH3:3])[CH3:2].[F:24][C:25]([F:40])([F:39])[C:26]1[CH:27]=[C:28]([CH:32]=[C:33]([C:35]([F:38])([F:37])[F:36])[CH:34]=1)[C:29](Cl)=[O:30].[NH4+].[Cl-], predict the reaction product. The product is: [CH:1]([O:4][C:5]([N:7]1[CH:8]([CH2:22][CH3:23])[CH2:9][CH:10]([N:15]([C:29](=[O:30])[C:28]2[CH:32]=[C:33]([C:35]([F:36])([F:37])[F:38])[CH:34]=[C:26]([C:25]([F:24])([F:39])[F:40])[CH:27]=2)[C:16]2[N:20]=[CH:19][N:18]([CH3:21])[N:17]=2)[CH2:11][CH:12]1[CH2:13][CH3:14])=[O:6])([CH3:3])[CH3:2]. (3) Given the reactants [C:1]([C:3]1[CH:4]=[C:5]([CH2:18][N:19]2[C:23]([CH3:24])=[CH:22][C:21]([C:25]([O:27]CC)=[O:26])=[N:20]2)[C:6]2[O:10][C:9]([C:11]3[CH:16]=[CH:15][CH:14]=[CH:13][CH:12]=3)=[CH:8][C:7]=2[CH:17]=1)#[N:2].[OH-].[Na+], predict the reaction product. The product is: [C:1]([C:3]1[CH:4]=[C:5]([CH2:18][N:19]2[C:23]([CH3:24])=[CH:22][C:21]([C:25]([OH:27])=[O:26])=[N:20]2)[C:6]2[O:10][C:9]([C:11]3[CH:16]=[CH:15][CH:14]=[CH:13][CH:12]=3)=[CH:8][C:7]=2[CH:17]=1)#[N:2].